Predict the product of the given reaction. From a dataset of Forward reaction prediction with 1.9M reactions from USPTO patents (1976-2016). (1) Given the reactants O=[C:2]([CH:4]=[C:5]([CH3:7])[CH3:6])[CH3:3].[OH2:8].O.O.O.O.O.O.O.[OH-].[Ba+2].[OH-].O[CH2:20][CH2:21][C:22](=O)[CH3:23], predict the reaction product. The product is: [CH3:23][C:22]1[CH2:3][CH2:2][C:4](=[C:5]([CH3:7])[CH3:6])[C:20](=[O:8])[CH:21]=1. (2) Given the reactants [C:1]([C:4]1[C:8]([NH:9][C:10](=O)[C:11]2[CH:16]=[C:15](S(N3CCN(CC)CC3)(=O)=O)[CH:14]=[N:13][C:12]=2[O:28][CH2:29][CH3:30])=[C:7]([CH2:32][CH3:33])[N:6]([CH2:34][CH2:35][O:36][CH3:37])[N:5]=1)(=[O:3])[NH2:2].[CH3:38][Si:39]([C:42]#[CH:43])([CH3:41])[CH3:40].[C:44](#N)[CH3:45], predict the reaction product. The product is: [CH2:29]([O:28][C:12]1[C:11]([C:10]2[NH:2][C:1](=[O:3])[C:4]3[C:8](=[C:7]([CH2:32][CH3:33])[N:6]([CH2:34][CH2:35][O:36][CH3:37])[N:5]=3)[N:9]=2)=[CH:16][C:15]([C:43]#[C:42][Si:39]([CH3:41])([CH3:40])[CH3:38])=[CH:14][N:13]=1)[CH2:30][CH2:44][CH3:45]. (3) Given the reactants [F:1][C:2]1[CH:3]=[CH:4][C:5]([N+:9]([O-:11])=[O:10])=[C:6]([OH:8])[CH:7]=1.IC.[C:14](=O)([O-])[O-].[Cs+].[Cs+].O, predict the reaction product. The product is: [CH3:14][O:8][C:6]1[CH:7]=[C:2]([F:1])[CH:3]=[CH:4][C:5]=1[N+:9]([O-:11])=[O:10]. (4) Given the reactants C(N(CC)CC)C.FC(F)(F)C(OC(=O)C(F)(F)F)=O.[CH3:21][O:22][C:23]1[N:28]2[N:29]=[C:30]([CH:32]=[N:33]O)[CH:31]=[C:27]2[C:26]([C:35]2[CH:36]([CH3:42])[CH2:37][C:38](=[O:41])[NH:39][N:40]=2)=[CH:25][CH:24]=1.C(=O)(O)[O-].[Na+], predict the reaction product. The product is: [CH3:21][O:22][C:23]1[N:28]2[N:29]=[C:30]([C:32]#[N:33])[CH:31]=[C:27]2[C:26]([C:35]2[CH:36]([CH3:42])[CH2:37][C:38](=[O:41])[NH:39][N:40]=2)=[CH:25][CH:24]=1. (5) Given the reactants B(O)O.Br[C:5]1[CH:12]=[C:11]([F:13])[CH:10]=[CH:9][C:6]=1[CH:7]=[O:8].[O:14]1[CH:18]=[CH:17][CH:16]=[C:15]1B(O)O, predict the reaction product. The product is: [F:13][C:11]1[CH:10]=[CH:9][C:6]([CH:7]=[O:8])=[C:5]([C:15]2[O:14][CH:18]=[CH:17][CH:16]=2)[CH:12]=1. (6) Given the reactants [CH:1]1([O:7][C:8]2[CH:13]=[C:12]([O:14][CH2:15][CH2:16][O:17][CH3:18])[CH:11]=[CH:10][C:9]=2/[CH:19]=[CH:20]/[C:21]([OH:23])=O)[CH2:6][CH2:5][CH2:4][CH2:3][CH2:2]1.C1CCN2C(=NCCC2)CC1.[CH2:35]([S:40]([NH2:43])(=[O:42])=[O:41])[CH2:36][CH2:37][CH2:38][CH3:39].O, predict the reaction product. The product is: [CH:1]1([O:7][C:8]2[CH:13]=[C:12]([O:14][CH2:15][CH2:16][O:17][CH3:18])[CH:11]=[CH:10][C:9]=2/[CH:19]=[CH:20]/[C:21]([NH:43][S:40]([CH2:35][CH2:36][CH2:37][CH2:38][CH3:39])(=[O:42])=[O:41])=[O:23])[CH2:2][CH2:3][CH2:4][CH2:5][CH2:6]1. (7) Given the reactants [F:1][CH:2]([F:5])[CH2:3][OH:4].[S:6](Cl)([CH3:9])(=[O:8])=[O:7].C(N(CC)CC)C, predict the reaction product. The product is: [F:1][CH:2]([F:5])[CH2:3][O:4][S:6]([CH3:9])(=[O:8])=[O:7].